This data is from Forward reaction prediction with 1.9M reactions from USPTO patents (1976-2016). The task is: Predict the product of the given reaction. (1) Given the reactants [C:1]([O:5][C:6]([N:8]([CH2:35][CH2:36][CH3:37])[C@@H:9]([CH2:21][CH2:22][C:23]1[N:27]([CH2:28][CH2:29][CH3:30])[C:26]2[CH:31]=[CH:32][CH:33]=[CH:34][C:25]=2[N:24]=1)[C:10]([NH:12][O:13]CC1C=CC=CC=1)=[O:11])=[O:7])([CH3:4])([CH3:3])[CH3:2], predict the reaction product. The product is: [C:1]([O:5][C:6]([N:8]([CH2:35][CH2:36][CH3:37])[C@@H:9]([CH2:21][CH2:22][C:23]1[N:27]([CH2:28][CH2:29][CH3:30])[C:26]2[CH:31]=[CH:32][CH:33]=[CH:34][C:25]=2[N:24]=1)[C:10]([NH:12][OH:13])=[O:11])=[O:7])([CH3:2])([CH3:3])[CH3:4]. (2) Given the reactants C1[O:3]C1.O[C:5]1[CH:10]=[CH:9][C:8]([C:11]([C:14]2[CH:19]=[CH:18][C:17]([OH:20])=CC=2)(C)C)=[CH:7][CH:6]=1.C1OC1C.C(O)(=O)C1C=CC(C(O)=O)=CC=1.C([Sn](=O)CCCC)CCC, predict the reaction product. The product is: [CH:14]([CH:19]=[CH:18][C:17]([OH:20])=[O:3])=[CH:11][C:8]1[CH:7]=[CH:6][CH:5]=[CH:10][CH:9]=1. (3) The product is: [CH:1]([O:4][CH:5]1[CH2:10][CH2:9][C@H:8]([NH2:11])[C@H:7]([CH2:22][S:23]([CH:26]([CH3:28])[CH3:27])(=[O:24])=[O:25])[CH2:6]1)([CH3:3])[CH3:2]. Given the reactants [CH:1]([O:4][CH:5]1[CH2:10][CH2:9][C@H:8]([NH:11]C(=O)OCC2C=CC=CC=2)[C@H:7]([CH2:22][S:23]([CH:26]([CH3:28])[CH3:27])(=[O:25])=[O:24])[CH2:6]1)([CH3:3])[CH3:2].[H][H], predict the reaction product. (4) Given the reactants [CH3:1][N:2]([CH3:20])[C:3]1[CH:8]=[CH:7][C:6]([CH:9]=[CH:10][C:11]2[CH:16]=[CH:15][C:14]([N+:17]([O-])=O)=[CH:13][CH:12]=2)=[CH:5][CH:4]=1.Cl[Sn]Cl, predict the reaction product. The product is: [CH3:20][N:2]([CH3:1])[C:3]1[CH:4]=[CH:5][C:6]([CH:9]=[CH:10][C:11]2[CH:12]=[CH:13][C:14]([NH2:17])=[CH:15][CH:16]=2)=[CH:7][CH:8]=1.